Dataset: Full USPTO retrosynthesis dataset with 1.9M reactions from patents (1976-2016). Task: Predict the reactants needed to synthesize the given product. (1) Given the product [CH:6]1([C:12]2([CH3:20])[N:16]([CH3:17])[C:15](=[O:18])[N:14]([CH2:24][C:25]([C:27]3[CH:32]=[CH:31][CH:30]=[C:29]([OH:33])[CH:28]=3)=[O:26])[C:13]2=[O:19])[CH2:7][CH2:8][CH2:9][CH2:10][CH2:11]1, predict the reactants needed to synthesize it. The reactants are: CN(C=O)C.[CH:6]1([C:12]2([CH3:20])[N:16]([CH3:17])[C:15](=[O:18])[NH:14][C:13]2=[O:19])[CH2:11][CH2:10][CH2:9][CH2:8][CH2:7]1.[H-].[Na+].Br[CH2:24][C:25]([C:27]1[CH:32]=[CH:31][CH:30]=[C:29]([OH:33])[CH:28]=1)=[O:26]. (2) Given the product [C:24]([O:28][C:29]([N:31]1[CH2:35][CH2:34][C@H:33]([NH:36][C:4]2[N:3]=[C:2]([NH2:1])[C:7]([C:8](=[O:9])[C:10]3[CH:15]=[C:14]([F:16])[CH:13]=[CH:12][C:11]=3[O:17][CH3:18])=[CH:6][N:5]=2)[CH2:32]1)=[O:30])([CH3:27])([CH3:25])[CH3:26], predict the reactants needed to synthesize it. The reactants are: [NH2:1][C:2]1[C:7]([C:8]([C:10]2[CH:15]=[C:14]([F:16])[CH:13]=[CH:12][C:11]=2[O:17][CH3:18])=[O:9])=[CH:6][N:5]=[C:4](S(CC)(=O)=O)[N:3]=1.[C:24]([O:28][C:29]([N:31]1[CH2:35][CH2:34][C@H:33]([NH2:36])[CH2:32]1)=[O:30])([CH3:27])([CH3:26])[CH3:25]. (3) Given the product [OH:2][C@H:1]([C:17]1[S:18][C:19]([C:22]2[CH:23]=[CH:24][CH:25]=[CH:26][CH:27]=2)=[CH:20][CH:21]=1)[C@@H:3]1[N:7]([CH3:8])[C:6](=[O:9])[CH2:5][C@@H:4]1[C:10]1[CH:15]=[CH:14][CH:13]=[CH:12][CH:11]=1, predict the reactants needed to synthesize it. The reactants are: [CH:1]([C@@H:3]1[N:7]([CH3:8])[C:6](=[O:9])[CH2:5][C@@H:4]1[C:10]1[CH:15]=[CH:14][CH:13]=[CH:12][CH:11]=1)=[O:2].Br[C:17]1[S:18][C:19]([C:22]2[CH:27]=[CH:26][CH:25]=[CH:24][CH:23]=2)=[CH:20][CH:21]=1. (4) Given the product [CH:11]1([NH:10][C:6]2[C:7]([CH:8]=[O:9])=[C:2]([C:20]3[CH:21]=[CH:22][C:17]([F:16])=[CH:18][C:19]=3[CH3:26])[N:3]=[C:4]([S:14][CH3:15])[N:5]=2)[CH2:13][CH2:12]1, predict the reactants needed to synthesize it. The reactants are: Cl[C:2]1[C:7]([CH:8]=[O:9])=[C:6]([NH:10][CH:11]2[CH2:13][CH2:12]2)[N:5]=[C:4]([S:14][CH3:15])[N:3]=1.[F:16][C:17]1[CH:22]=[CH:21][C:20](B(O)O)=[C:19]([CH3:26])[CH:18]=1. (5) Given the product [S:22]1[CH:26]=[CH:25][N:24]=[C:23]1[C:27]1[CH:35]=[CH:34][CH:33]=[C:32]2[C:28]=1[CH2:29][C:30](=[O:36])[NH:31]2, predict the reactants needed to synthesize it. The reactants are: [Br-].[Br-].[Br-].[NH+]1C=CC=CC=1.[NH+]1C=CC=CC=1.[NH+]1C=CC=CC=1.[S:22]1[CH:26]=[CH:25][N:24]=[C:23]1[C:27]1[CH:35]=[CH:34][CH:33]=[C:32]2[C:28]=1[CH:29]=[CH:30][NH:31]2.[OH2:36]. (6) The reactants are: [C:1]([C:4]1[CH:5]=[CH:6][C:7]([NH:10][C:11](=[O:28])[CH:12]([NH:16][C:17](=[O:27])[CH2:18][C:19]2[CH:24]=[C:23]([F:25])[CH:22]=[C:21]([F:26])[CH:20]=2)[CH2:13][CH2:14][CH3:15])=[N:8][CH:9]=1)(=O)[CH3:2].[CH2:29]([NH2:33])[CH2:30][CH2:31][CH3:32].C(O[BH-](OC(=O)C)OC(=O)C)(=O)C.[Na+].C([BH3-])#N.[Na+]. Given the product [CH2:29]([NH:33][CH:1]([C:4]1[CH:5]=[CH:6][C:7]([NH:10][C:11](=[O:28])[CH:12]([NH:16][C:17](=[O:27])[CH2:18][C:19]2[CH:24]=[C:23]([F:25])[CH:22]=[C:21]([F:26])[CH:20]=2)[CH2:13][CH2:14][CH3:15])=[N:8][CH:9]=1)[CH3:2])[CH2:30][CH2:31][CH3:32], predict the reactants needed to synthesize it. (7) The reactants are: [H-].[Na+].[CH3:3][C@@H:4]1[CH2:8][CH2:7][CH2:6][C@H:5]1[OH:9].[Cl:10][C:11]1[CH:16]=[C:15](Cl)[N:14]=[CH:13][N:12]=1.[Cl-].[NH4+]. Given the product [Cl:10][C:11]1[CH:16]=[C:15]([O:9][C@@H:5]2[CH2:6][CH2:7][CH2:8][C@H:4]2[CH3:3])[N:14]=[CH:13][N:12]=1, predict the reactants needed to synthesize it. (8) The reactants are: NC(=O)[C@@H:3]([NH:8][C:9](=[O:37])[C@@H:10]([NH:15][C:16]([N:18]1[C:26]2[CH2:25][CH2:24][N:23]([CH3:27])[CH2:22][C:21]=2[C:20]([C:28]2[CH:33]=[C:32]([F:34])[C:31]([F:35])=[CH:30][C:29]=2[F:36])=[N:19]1)=[O:17])[C:11]([CH3:14])([CH3:13])[CH3:12])[CH2:4]C(C)C.N1CC[CH:42]([C:45]([NH2:47])=[O:46])[CH2:41][CH2:40]1. Given the product [C:45]([CH:42]1[CH2:41][CH2:40][N:8]([C:9](=[O:37])[C@@H:10]([NH:15][C:16]([N:18]2[C:26]3[CH2:25][CH2:24][N:23]([CH3:27])[CH2:22][C:21]=3[C:20]([C:28]3[CH:33]=[C:32]([F:34])[C:31]([F:35])=[CH:30][C:29]=3[F:36])=[N:19]2)=[O:17])[C:11]([CH3:14])([CH3:12])[CH3:13])[CH2:3][CH2:4]1)(=[O:46])[NH2:47], predict the reactants needed to synthesize it. (9) Given the product [CH2:1]([O:8][C:9]1[C:18]2[C:13](=[CH:14][CH:15]=[CH:16][CH:17]=2)[CH:12]=[C:11]([CH2:19][OH:20])[N:10]=1)[C:2]1[CH:3]=[CH:4][CH:5]=[CH:6][CH:7]=1, predict the reactants needed to synthesize it. The reactants are: [CH2:1]([O:8][C:9]1[C:18]2[C:13](=[CH:14][CH:15]=[CH:16][CH:17]=2)[CH:12]=[C:11]([C:19](OC)=[O:20])[N:10]=1)[C:2]1[CH:7]=[CH:6][CH:5]=[CH:4][CH:3]=1.[BH4-].[Na+].O1CCCC1.[Cl-].[NH4+]. (10) Given the product [Cl:1][C:2]1[CH:3]=[C:4]([C:12]2[O:16][N:15]=[C:14]([C:17]3[CH:25]=[CH:24][CH:23]=[C:22]4[C:18]=3[CH2:19][N:20]([CH2:26][CH2:27][C:28]([OH:30])=[O:29])[CH2:21]4)[N:13]=2)[CH:5]=[CH:6][C:7]=1[O:8][CH:9]([CH3:11])[CH3:10], predict the reactants needed to synthesize it. The reactants are: [Cl:1][C:2]1[CH:3]=[C:4]([C:12]2[O:16][N:15]=[C:14]([C:17]3[CH:25]=[CH:24][CH:23]=[C:22]4[C:18]=3[CH2:19][N:20]([CH2:26][CH2:27][C:28]([O:30]CC)=[O:29])[CH2:21]4)[N:13]=2)[CH:5]=[CH:6][C:7]=1[O:8][CH:9]([CH3:11])[CH3:10].